This data is from Forward reaction prediction with 1.9M reactions from USPTO patents (1976-2016). The task is: Predict the product of the given reaction. (1) The product is: [CH3:1][C:2]([O:5][Si:14]([CH3:16])([CH3:15])[CH3:13])([CH3:6])[C:3]#[N:4]. Given the reactants [CH3:1][C:2]([CH3:6])([OH:5])[C:3]#[N:4].N1C=CC=CC=1.[CH3:13][Si:14](Cl)([CH3:16])[CH3:15], predict the reaction product. (2) The product is: [O:6]=[C:2]1[N:3]([CH2:8][C:9]([O:11][CH2:12][CH3:13])=[O:10])[CH2:4][CH2:5][O:1]1. Given the reactants [O:1]1[CH2:5][CH2:4][NH:3][C:2]1=[O:6].Br[CH2:8][C:9]([O:11][CH2:12][CH3:13])=[O:10].[H-].[Na+], predict the reaction product. (3) Given the reactants C[O:2][C:3]([C@H:5]1[CH2:10][CH2:9][C@H:8]([NH:11][C:12](=[O:24])[C:13]2[CH:18]=[C:17]([C:19]([F:22])([F:21])[F:20])[CH:16]=[CH:15][C:14]=2[Cl:23])[CH2:7][CH2:6]1)=O.[H-].[Al+3].[Li+].[H-].[H-].[H-].CCOCC, predict the reaction product. The product is: [Cl:23][C:14]1[CH:15]=[CH:16][C:17]([C:19]([F:20])([F:21])[F:22])=[CH:18][C:13]=1[C:12]([NH:11][C@H:8]1[CH2:9][CH2:10][C@H:5]([CH2:3][OH:2])[CH2:6][CH2:7]1)=[O:24]. (4) Given the reactants [C:1]([SiH2:5][O:6][C:7]([C:34]1[CH:39]=[CH:38][CH:37]=[CH:36][CH:35]=1)([C:28]1[CH:33]=[CH:32][CH:31]=[CH:30][CH:29]=1)[CH:8]1[O:12][CH:11]([N:13]2[CH:18]=[CH:17][C:16]([N:19]=[CH:20][N:21]([CH3:23])[CH3:22])=[N:15][C:14]2=[O:24])[C:10]([OH:26])([CH3:25])[CH:9]1[OH:27])([CH3:4])([CH3:3])[CH3:2].[C:40]([NH:47][C@H:48]([C:52](O)=[O:53])[CH:49]([CH3:51])[CH3:50])([O:42][C:43]([CH3:46])([CH3:45])[CH3:44])=[O:41].C(Cl)CCl, predict the reaction product. The product is: [C:1]([SiH2:5][O:6][C:7]([C:28]1[CH:33]=[CH:32][CH:31]=[CH:30][CH:29]=1)([C:34]1[CH:35]=[CH:36][CH:37]=[CH:38][CH:39]=1)[CH:8]1[CH:9]([O:27][C:52](=[O:53])[CH:48]([NH:47][C:40]([O:42][C:43]([CH3:44])([CH3:46])[CH3:45])=[O:41])[CH:49]([CH3:51])[CH3:50])[C:10]([OH:26])([CH3:25])[CH:11]([N:13]2[CH:18]=[CH:17][C:16]([N:19]=[CH:20][N:21]([CH3:22])[CH3:23])=[N:15][C:14]2=[O:24])[O:12]1)([CH3:2])([CH3:3])[CH3:4]. (5) Given the reactants [C:1]([NH:4][NH:5][C:6]([C:8]1[C:16]2[C:15]([C:17]3[CH:22]=[CH:21][CH:20]=[C:19]([N+:23]([O-:25])=[O:24])[CH:18]=3)=[N:14][CH:13]=[N:12][C:11]=2[N:10]([CH2:26][O:27][CH2:28][CH2:29][Si:30]([CH3:33])([CH3:32])[CH3:31])[CH:9]=1)=O)(=[O:3])[CH3:2].N1C=CN=C1.C(Br)(Br)(Br)Br.C1C=CC(P(C2C=CC=CC=2)C2C=CC=CC=2)=CC=1, predict the reaction product. The product is: [CH3:2][C:1]1[O:3][C:6]([C:8]2[C:16]3[C:15]([C:17]4[CH:22]=[CH:21][CH:20]=[C:19]([N+:23]([O-:25])=[O:24])[CH:18]=4)=[N:14][CH:13]=[N:12][C:11]=3[N:10]([CH2:26][O:27][CH2:28][CH2:29][Si:30]([CH3:31])([CH3:33])[CH3:32])[CH:9]=2)=[N:5][N:4]=1. (6) Given the reactants [CH2:1]([NH:4][C:5]1[C:14]2[C:9](=[CH:10][CH:11]=[C:12]([Cl:15])[CH:13]=2)[N:8]=[C:7](Cl)[N:6]=1)[CH:2]=[CH2:3].[CH2:17]([NH2:20])[CH:18]=[CH2:19].C(=O)([O-])O.[Na+], predict the reaction product. The product is: [CH2:17]([NH:20][C:7]1[N:6]=[C:5]([NH:4][CH2:1][CH:2]=[CH2:3])[C:14]2[C:9](=[CH:10][CH:11]=[C:12]([Cl:15])[CH:13]=2)[N:8]=1)[CH:18]=[CH2:19]. (7) Given the reactants Cl[C:2]1[CH:3]=[C:4]2[N:11]([CH3:12])[CH:10]([CH3:13])[CH2:9][N:5]2[C:6](=[O:8])[N:7]=1.[F:14][C:15]1[CH:33]=[C:32]([CH2:34][OH:35])[CH:31]=[CH:30][C:16]=1[O:17][C:18]1[CH:25]=[CH:24][C:21]([C:22]#[N:23])=[C:20]([C:26]([F:29])([F:28])[F:27])[CH:19]=1, predict the reaction product. The product is: [CH3:12][N:11]1[C:4]2[N:5]([C:6](=[O:8])[N:7]=[C:2]([O:35][CH2:34][C:32]3[CH:31]=[CH:30][C:16]([O:17][C:18]4[CH:25]=[CH:24][C:21]([C:22]#[N:23])=[C:20]([C:26]([F:27])([F:28])[F:29])[CH:19]=4)=[C:15]([F:14])[CH:33]=3)[CH:3]=2)[CH2:9][CH:10]1[CH3:13]. (8) Given the reactants [CH3:1][N:2]1[C:7](=[O:8])[C:6]2=[CH:9][NH:10][CH:11]=[C:5]2[C:4]([CH2:12][CH:13]([CH3:15])[CH3:14])=[N:3]1.[H-].[Na+].[CH2:18](Br)[C:19]1[CH:24]=[CH:23][CH:22]=[CH:21][CH:20]=1.[I-].[K+].Cl, predict the reaction product. The product is: [CH3:1][N:2]1[C:7](=[O:8])[C:6]2=[CH:9][N:10]([CH2:18][C:19]3[CH:24]=[CH:23][CH:22]=[CH:21][CH:20]=3)[CH:11]=[C:5]2[C:4]([CH2:12][CH:13]([CH3:15])[CH3:14])=[N:3]1.